Dataset: Orexin1 receptor HTS with 218,158 compounds and 233 confirmed actives. Task: Binary Classification. Given a drug SMILES string, predict its activity (active/inactive) in a high-throughput screening assay against a specified biological target. (1) The compound is Clc1cc(c(OC)cc1)C(=O)NC(=S)Nc1nc(cc(n1)C)C. The result is 0 (inactive). (2) The compound is Fc1ccc(c2nn(cc2CN2CCNC(=O)CC2)c2ccc(cc2)C)cc1. The result is 0 (inactive). (3) The drug is S1C(CO)(CO)C(=O)N=C1Nc1cc(ccc1)C(=O)C. The result is 0 (inactive). (4) The molecule is O(CC(O)Cn1ccnc1)c1cc2oc(=O)cc(c2cc1)C. The result is 0 (inactive). (5) The drug is Clc1ccc(c2c3n(nc2)c(c(cn3)C(OCC)=O)C)cc1. The result is 0 (inactive). (6) The drug is s1c(c(n(c1=S)C)N)C(=O)Nc1c(cccc1)C(OC)=O. The result is 1 (active).